Predict the reaction yield, written as a fraction of the theoretical maximum amount of product (1.0 means a 100% yield; for example, 0.34 means a 34% yield). From a dataset of Reaction yield outcomes from USPTO patents with 853,638 reactions. (1) The yield is 0.290. The reactants are [NH2:1][C:2]1[C:7]([C:8]2[N:12]=[C:11]([C:13]([O:15][CH2:16][CH3:17])=[O:14])[N:10]([CH3:18])[N:9]=2)=[C:6](Cl)[N:5]=[CH:4][N:3]=1.[NH2:20][C@H:21]([C:24]1[N:25]([CH:36]2[CH2:38][CH2:37]2)[C:26](=[O:35])[C:27]2[C:32]([CH:33]=1)=[CH:31][CH:30]=[CH:29][C:28]=2[Cl:34])[CH2:22][CH3:23].[CH3:39][CH2:40]N(C(C)C)C(C)C. The catalyst is CCCCO. The product is [NH2:1][C:2]1[C:7]([C:8]2[N:12]=[C:11]([C:13]([O:15][CH2:16][CH2:17][CH2:39][CH3:40])=[O:14])[N:10]([CH3:18])[N:9]=2)=[C:6]([NH:20][C@H:21]([C:24]2[N:25]([CH:36]3[CH2:38][CH2:37]3)[C:26](=[O:35])[C:27]3[C:32]([CH:33]=2)=[CH:31][CH:30]=[CH:29][C:28]=3[Cl:34])[CH2:22][CH3:23])[N:5]=[CH:4][N:3]=1. (2) The reactants are C(N(CC)CC)C.[CH:8]([C:10]1[C:18]2[C:13](=[CH:14][CH:15]=[CH:16][CH:17]=2)[N:12](C(OC(C)(C)C)=O)[CH:11]=1)=[O:9].[CH3:26][O:27][C:28]1[CH:29]=[C:30]([CH:40]=[CH:41][CH:42]=1)[N:31]=[CH:32][C:33]1[CH:38]=[CH:37][CH:36]=[C:35]([CH3:39])[CH:34]=1. The yield is 0.230. The catalyst is [Cl-].C([N+]1C(C)=C(CCO)SC=1)C1C=CC=CC=1.C(O)C. The product is [NH:12]1[C:13]2[C:18](=[CH:17][CH:16]=[CH:15][CH:14]=2)[C:10]([C:8](=[O:9])[CH:32]([NH:31][C:30]2[CH:40]=[CH:41][CH:42]=[C:28]([O:27][CH3:26])[CH:29]=2)[C:33]2[CH:34]=[C:35]([CH3:39])[CH:36]=[CH:37][CH:38]=2)=[CH:11]1. (3) The reactants are Cl[C:2]1[N:3]=[C:4]2[CH:12]=[CH:11][N:10]=[CH:9][C:5]2=[N:6][C:7]=1[Cl:8].CCN(C(C)C)C(C)C.Cl.[F:23][C:24]1[CH:25]=[C:26]([CH:29]=[CH:30][C:31]=1[O:32][CH:33]1[CH2:38][CH2:37][NH:36][CH2:35][CH2:34]1)[C:27]#[N:28].[NH4+].[Cl-]. The catalyst is C(Cl)Cl. The product is [Cl:8][C:7]1[N:6]=[C:5]2[CH:9]=[N:10][CH:11]=[CH:12][C:4]2=[N:3][C:2]=1[N:36]1[CH2:35][CH2:34][CH:33]([O:32][C:31]2[CH:30]=[CH:29][C:26]([C:27]#[N:28])=[CH:25][C:24]=2[F:23])[CH2:38][CH2:37]1. The yield is 0.690. (4) The reactants are [Cl:1][C:2]1[CH:7]=[C:6]([Cl:8])[CH:5]=[CH:4][C:3]=1[C:9]1[N:10]=[C:11]([C:31]2[CH:36]=[CH:35][C:34]([OH:37])=[CH:33][CH:32]=2)[N:12]([CH2:14][C:15]2[CH:20]=[CH:19][C:18]([C:21]3[CH:26]=[CH:25][CH:24]=[C:23]([C:27]([F:30])([F:29])[F:28])[CH:22]=3)=[CH:17][CH:16]=2)[CH:13]=1.Br[CH2:39][C:40]([O:42][CH3:43])=[O:41]. No catalyst specified. The product is [CH3:43][O:42][C:40](=[O:41])[CH2:39][O:37][C:34]1[CH:33]=[CH:32][C:31]([C:11]2[N:12]([CH2:14][C:15]3[CH:16]=[CH:17][C:18]([C:21]4[CH:26]=[CH:25][CH:24]=[C:23]([C:27]([F:29])([F:28])[F:30])[CH:22]=4)=[CH:19][CH:20]=3)[CH:13]=[C:9]([C:3]3[CH:4]=[CH:5][C:6]([Cl:8])=[CH:7][C:2]=3[Cl:1])[N:10]=2)=[CH:36][CH:35]=1. The yield is 0.660. (5) The reactants are [OH:1][C@:2]1([CH3:23])[CH2:7][CH2:6][C@@H:5]([NH:8][C:9]2[C:14]([C:15]#[N:16])=[CH:13][N:12]=[C:11](S(C)(=O)=O)[N:10]=2)[CH2:4][C:3]1([CH3:22])[CH3:21].[F:24][C:25]([F:37])([CH3:36])[CH2:26][O:27][C:28]1[C:33]([CH2:34][NH2:35])=[CH:32][N:31]=[CH:30][N:29]=1.CCN(C(C)C)C(C)C. The catalyst is C1COCC1. The product is [F:37][C:25]([F:24])([CH3:36])[CH2:26][O:27][C:28]1[C:33]([CH2:34][NH:35][C:11]2[N:10]=[C:9]([NH:8][C@@H:5]3[CH2:6][CH2:7][C@:2]([OH:1])([CH3:23])[C:3]([CH3:22])([CH3:21])[CH2:4]3)[C:14]([C:15]#[N:16])=[CH:13][N:12]=2)=[CH:32][N:31]=[CH:30][N:29]=1. The yield is 0.300.